Dataset: Forward reaction prediction with 1.9M reactions from USPTO patents (1976-2016). Task: Predict the product of the given reaction. Given the reactants [CH3:1][C:2]([C:6]1[CH:14]=[CH:13][CH:12]=[CH:11][C:7]=1[C:8]([OH:10])=O)([CH3:5])[CH2:3][CH3:4].[CH2:15]([O:17][C:18]([C:20]1([NH2:29])[CH2:28][C:27]2[C:22](=[CH:23][CH:24]=[CH:25][CH:26]=2)[CH2:21]1)=[O:19])[CH3:16].CN(C(ON1N=NC2C=CC=NC1=2)=[N+](C)C)C.F[P-](F)(F)(F)(F)F.CCN(C(C)C)C(C)C, predict the reaction product. The product is: [CH2:15]([O:17][C:18]([C:20]1([NH:29][C:8](=[O:10])[C:7]2[CH:11]=[CH:12][CH:13]=[CH:14][C:6]=2[C:2]([CH3:1])([CH3:5])[CH2:3][CH3:4])[CH2:28][C:27]2[C:22](=[CH:23][CH:24]=[CH:25][CH:26]=2)[CH2:21]1)=[O:19])[CH3:16].